From a dataset of Full USPTO retrosynthesis dataset with 1.9M reactions from patents (1976-2016). Predict the reactants needed to synthesize the given product. (1) The reactants are: [OH:1]O.[N:3]1[CH:8]=[CH:7][CH:6]=[CH:5][C:4]=1[CH:9]=[O:10]. Given the product [N:3]1[CH:8]=[CH:7][CH:6]=[CH:5][C:4]=1[C:9]([OH:1])=[O:10], predict the reactants needed to synthesize it. (2) Given the product [CH3:20][C:17]1[N:16]=[N:15][C:14]([C:5]#[C:6][C:7]2[CH:8]=[N:9][CH:10]=[CH:11][CH:12]=2)=[CH:19][CH:18]=1, predict the reactants needed to synthesize it. The reactants are: C[Si]([C:5]#[C:6][C:7]1[CH:8]=[N:9][CH:10]=[CH:11][CH:12]=1)(C)C.Cl[C:14]1[N:15]=[N:16][C:17]([CH3:20])=[CH:18][CH:19]=1.[I-].C(N(CC)CC)C. (3) Given the product [NH2:9][C:10]1[CH:15]=[CH:14][CH:13]=[CH:12][C:11]=1[NH:16][C:54]([CH:52]1[CH2:53][CH:50]([O:49][CH2:42][C:43]2[CH:48]=[CH:47][CH:46]=[CH:45][CH:44]=2)[CH2:51]1)=[O:55], predict the reactants needed to synthesize it. The reactants are: CN(C(O[N:9]1N=[N:16][C:11]2[CH:12]=[CH:13][CH:14]=[CH:15][C:10]1=2)=[N+](C)C)C.F[P-](F)(F)(F)(F)F.C(N(C(C)C)CC)(C)C.C1(N)C=CC=CC=1N.[CH2:42]([O:49][CH:50]1[CH2:53][CH:52]([C:54](O)=[O:55])[CH2:51]1)[C:43]1[CH:48]=[CH:47][CH:46]=[CH:45][CH:44]=1.